This data is from Full USPTO retrosynthesis dataset with 1.9M reactions from patents (1976-2016). The task is: Predict the reactants needed to synthesize the given product. (1) Given the product [ClH:53].[NH2:28][C:22]1([CH3:21])[CH2:27][CH2:26][CH2:25][N:24]([C:3]2[C:2]([Br:1])=[CH:7][N:6]=[C:5]3[NH:8][CH:9]=[C:10]([NH:11][C:12](=[O:19])[C:13]4[CH:18]=[CH:17][CH:16]=[N:15][CH:14]=4)[C:4]=23)[CH2:23]1, predict the reactants needed to synthesize it. The reactants are: [Br:1][C:2]1[C:3](F)=[C:4]2[C:10]([NH:11][C:12](=[O:19])[C:13]3[CH:18]=[CH:17][CH:16]=[N:15][CH:14]=3)=[CH:9][NH:8][C:5]2=[N:6][CH:7]=1.[CH3:21][C:22]1([NH:28]C(=O)OC(C)(C)C)[CH2:27][CH2:26][CH2:25][NH:24][CH2:23]1.CCN(C(C)C)C(C)C.C(O)(C(F)(F)F)=O.C(Cl)[Cl:53]. (2) Given the product [NH2:1][CH2:2][CH2:3][CH2:4][CH2:5][CH2:6][CH2:7][CH2:8][CH2:9][CH2:10][CH2:11][CH2:12][C:13]([O-:15])=[O:14].[NH4+:1], predict the reactants needed to synthesize it. The reactants are: [NH2:1][CH2:2][CH2:3][CH2:4][CH2:5][CH2:6][CH2:7][CH2:8][CH2:9][CH2:10][CH2:11][CH2:12][C:13]([OH:15])=[O:14].Cl. (3) Given the product [CH3:1][O:2][C:3]([C:5]1[CH:10]=[N:9][C:8]([N:11]2[CH2:16][CH2:15][NH:14][CH2:13][CH2:12]2)=[N:7][CH:6]=1)=[O:4].[C:26]([OH:28])([C:25]([F:30])([F:29])[F:24])=[O:27], predict the reactants needed to synthesize it. The reactants are: [CH3:1][O:2][C:3]([C:5]1[CH:6]=[N:7][C:8]([N:11]2[CH2:16][CH2:15][N:14](C(OC(C)(C)C)=O)[CH2:13][CH2:12]2)=[N:9][CH:10]=1)=[O:4].[F:24][C:25]([F:30])([F:29])[C:26]([OH:28])=[O:27]. (4) Given the product [OH:6][CH:4]1[CH2:5][N:2]([C:7]([O:9][C:10]([CH3:13])([CH3:12])[CH3:11])=[O:8])[CH2:3]1, predict the reactants needed to synthesize it. The reactants are: Cl.[NH:2]1[CH2:5][CH:4]([OH:6])[CH2:3]1.[C:7](O[C:7]([O:9][C:10]([CH3:13])([CH3:12])[CH3:11])=[O:8])([O:9][C:10]([CH3:13])([CH3:12])[CH3:11])=[O:8].C(=O)(O)[O-].[Na+].O. (5) Given the product [CH2:18]([O:17][C:14]1[CH:15]=[CH:16][C:11](/[CH:10]=[C:7]2/[C:8](=[O:9])[N:4]([CH2:3][CH2:2][NH:1][S:27]([C:25]3[N:24]=[CH:23][N:22]([CH3:21])[CH:26]=3)(=[O:29])=[O:28])[C:5](=[O:20])[S:6]/2)=[CH:12][CH:13]=1)[CH3:19], predict the reactants needed to synthesize it. The reactants are: [NH2:1][CH2:2][CH2:3][N:4]1[C:8](=[O:9])/[C:7](=[CH:10]/[C:11]2[CH:16]=[CH:15][C:14]([O:17][CH2:18][CH3:19])=[CH:13][CH:12]=2)/[S:6][C:5]1=[O:20].[CH3:21][N:22]1[CH:26]=[C:25]([S:27](Cl)(=[O:29])=[O:28])[N:24]=[CH:23]1.CCN(C(C)C)C(C)C.C(OC1C=CC(/C=C2/C(=O)N(CCNC(=O)C)C(=O)S/2)=CC=1)C. (6) Given the product [CH3:1][O:2][C:3](=[O:22])[C:4]1[CH:9]=[C:8]([F:10])[C:7]([F:11])=[C:6]([O:12][CH2:13][C:14]([OH:16])=[O:15])[C:5]=1[F:21], predict the reactants needed to synthesize it. The reactants are: [CH3:1][O:2][C:3](=[O:22])[C:4]1[CH:9]=[C:8]([F:10])[C:7]([F:11])=[C:6]([O:12][CH2:13][C:14]([O:16]C(C)(C)C)=[O:15])[C:5]=1[F:21].FC(F)(F)C(O)=O. (7) Given the product [Si:11]([O:18][C@@H:19]([CH3:25])[CH2:20][OH:21])([C:14]([CH3:17])([CH3:16])[CH3:15])([CH3:13])[CH3:12], predict the reactants needed to synthesize it. The reactants are: [H-].C([Al+]CC(C)C)C(C)C.[Si:11]([O:18][C@@H:19]([CH3:25])[C:20](OCC)=[O:21])([C:14]([CH3:17])([CH3:16])[CH3:15])([CH3:13])[CH3:12]. (8) Given the product [C:22]([O:26][C:27]([N:29]1[CH2:34][CH2:33][CH:32]([CH2:35][N:11]([S:8]([C:5]2[CH:6]=[CH:7][C:2]([Cl:1])=[CH:3][CH:4]=2)(=[O:9])=[O:10])[C@@H:12]2[CH2:18][C:17]([F:19])([F:20])[CH2:16][CH2:15][NH:14][C:13]2=[O:21])[CH2:31][CH2:30]1)=[O:28])([CH3:25])([CH3:23])[CH3:24], predict the reactants needed to synthesize it. The reactants are: [Cl:1][C:2]1[CH:7]=[CH:6][C:5]([S:8]([NH:11][C@@H:12]2[CH2:18][C:17]([F:20])([F:19])[CH2:16][CH2:15][NH:14][C:13]2=[O:21])(=[O:10])=[O:9])=[CH:4][CH:3]=1.[C:22]([O:26][C:27]([N:29]1[CH2:34][CH2:33][CH:32]([CH2:35]OS(C2C=CC(C)=CC=2)(=O)=O)[CH2:31][CH2:30]1)=[O:28])([CH3:25])([CH3:24])[CH3:23]. (9) Given the product [CH3:22][S:21][CH:20]1[C:9]2[C:2](=[CH:3][CH:4]=[C:5]([C:6]#[N:7])[CH:8]=2)[NH:1][C:19]1=[O:18], predict the reactants needed to synthesize it. The reactants are: [NH2:1][C:2]1[CH:9]=[CH:8][C:5]([C:6]#[N:7])=[CH:4][CH:3]=1.C(OCl)(C)(C)C.C([O:18][C:19](=O)[CH2:20][S:21][CH3:22])C.C(N(CC)CC)C.